This data is from Reaction yield outcomes from USPTO patents with 853,638 reactions. The task is: Predict the reaction yield, written as a fraction of the theoretical maximum amount of product (1.0 means a 100% yield; for example, 0.34 means a 34% yield). (1) The reactants are CC(OI1(OC(C)=O)(OC(C)=O)OC(=O)C2C=CC=CC1=2)=O.[F:23][C:24]1[C:25](=[O:40])[NH:26][C:27]2[C:32]([CH:33]=1)=[CH:31][CH:30]=[C:29]([O:34][CH2:35][CH2:36][CH2:37][CH2:38]O)[N:28]=2.[O-]S([O-])(=S)=O.[Na+].[Na+].C(C1C(NC(=O)C(C)(C)C)=NC(OCCCCOC2CCCCO2)=CC=1)=O.Cl.[Cl:76][C:77]1[C:82]([Cl:83])=[CH:81][CH:80]=[CH:79][C:78]=1[N:84]1[CH2:89][CH2:88][NH:87][CH2:86][CH2:85]1.CCN(CC)CC.[BH-](OC(C)=O)(OC(C)=O)OC(C)=O.[Na+]. The catalyst is C(Cl)Cl.C1COCC1.CCOCC.ClCCCl.CS(C)=O. The product is [Cl:76][C:77]1[C:82]([Cl:83])=[CH:81][CH:80]=[CH:79][C:78]=1[N:84]1[CH2:89][CH2:88][N:87]([CH2:38][CH2:37][CH2:36][CH2:35][O:34][C:29]2[N:28]=[C:27]3[C:32]([CH:33]=[C:24]([F:23])[C:25](=[O:40])[NH:26]3)=[CH:31][CH:30]=2)[CH2:86][CH2:85]1. The yield is 0.910. (2) The reactants are [CH3:1][C:2]([CH3:4])=O.[NH2:5][N:6]1[C:15](=[O:16])[C:14]2[CH2:13][C:12]3([O:20][CH2:19][CH2:18][O:17]3)[CH2:11][CH2:10][C:9]=2[N:8]=[C:7]1[CH2:21][CH2:22][CH2:23][CH2:24][N:25]1[CH2:30][CH2:29][N:28]([C:31]2[CH:40]=[CH:39][C:38]3[C:33](=[CH:34][CH:35]=[CH:36][CH:37]=3)[N:32]=2)[CH2:27][CH2:26]1.C1(C)C=CC(S([O-])(=O)=O)=CC=1.[NH+]1C=CC=CC=1. The catalyst is O. The product is [CH2:19]1[CH2:18][O:17][C:12]2([CH2:11][CH2:10][C:9]3[N:8]=[C:7]([CH2:21][CH2:22][CH2:23][CH2:24][N:25]4[CH2:26][CH2:27][N:28]([C:31]5[CH:40]=[CH:39][C:38]6[C:33](=[CH:34][CH:35]=[CH:36][CH:37]=6)[N:32]=5)[CH2:29][CH2:30]4)[N:6]([N:5]=[C:2]([CH3:4])[CH3:1])[C:15](=[O:16])[C:14]=3[CH2:13]2)[O:20]1. The yield is 0.780. (3) The reactants are [C:1]([C:5]1[C:6]([N+:17]([O-])=O)=[C:7]([OH:16])[C:8]([OH:15])=[C:9]([C:11]([CH3:14])([CH3:13])[CH3:12])[CH:10]=1)([CH3:4])([CH3:3])[CH3:2]. The catalyst is CCO.[Pd]. The product is [C:1]([C:5]1[C:6]([NH2:17])=[C:7]([OH:16])[C:8]([OH:15])=[C:9]([C:11]([CH3:14])([CH3:13])[CH3:12])[CH:10]=1)([CH3:4])([CH3:2])[CH3:3]. The yield is 0.330. (4) The reactants are BrC1C=C([NH:10][C:11]2[CH:15]=[C:14]([CH2:16][O:17][CH3:18])[N:13]([CH3:19])[N:12]=2)C(=O)N(C)C=1.CC1(C)C2C(=C(P(C3C=CC=CC=3)C3C=CC=CC=3)C=CC=2)OC2C(P(C3C=CC=CC=3)C3C=CC=CC=3)=CC=CC1=2.Br[C:63]1[C:64](=[O:71])[N:65]([CH3:70])[N:66]=[C:67]([Cl:69])[CH:68]=1.C([O-])([O-])=O.[Cs+].[Cs+]. The catalyst is O1CCOCC1.C1C=CC(/C=C/C(/C=C/C2C=CC=CC=2)=O)=CC=1.C1C=CC(/C=C/C(/C=C/C2C=CC=CC=2)=O)=CC=1.C1C=CC(/C=C/C(/C=C/C2C=CC=CC=2)=O)=CC=1.[Pd].[Pd]. The product is [Cl:69][C:67]1[CH:68]=[C:63]([NH:10][C:11]2[CH:15]=[C:14]([CH2:16][O:17][CH3:18])[N:13]([CH3:19])[N:12]=2)[C:64](=[O:71])[N:65]([CH3:70])[N:66]=1. The yield is 0.940.